Predict the reactants needed to synthesize the given product. From a dataset of Full USPTO retrosynthesis dataset with 1.9M reactions from patents (1976-2016). (1) Given the product [CH2:13]([O:12][CH2:11][CH2:10][SH:9])[C:14]1[CH:19]=[CH:18][CH:17]=[CH:16][CH:15]=1, predict the reactants needed to synthesize it. The reactants are: C(=O)([O-])[O-].[K+].[K+].C(=O)([S:9][CH2:10][CH2:11][O:12][CH2:13][C:14]1[CH:19]=[CH:18][CH:17]=[CH:16][CH:15]=1)C.O. (2) Given the product [Cl:19][C:14]1[CH:13]=[C:12]([NH:11][C:10](=[NH:20])[NH:9][C:4]2[N:3]=[C:2]([NH:21][CH:22]3[CH2:27][CH2:26][O:25][CH2:24][CH2:23]3)[CH:7]=[C:6]([CH3:8])[N:5]=2)[CH:17]=[CH:16][C:15]=1[Cl:18], predict the reactants needed to synthesize it. The reactants are: Cl[C:2]1[CH:7]=[C:6]([CH3:8])[N:5]=[C:4]([NH:9][C:10](=[NH:20])[NH:11][C:12]2[CH:17]=[CH:16][C:15]([Cl:18])=[C:14]([Cl:19])[CH:13]=2)[N:3]=1.[NH2:21][CH:22]1[CH2:27][CH2:26][O:25][CH2:24][CH2:23]1.C(N(C(C)C)CC)(C)C.C(OCC)(=O)C. (3) Given the product [CH3:1][O:2][C:3]([C:5]1[CH:10]=[C:9]([CH3:11])[N:8]=[C:7]([N:22]2[CH2:23][CH2:24][CH:19]([C:13]3[CH:18]=[CH:17][CH:16]=[CH:15][CH:14]=3)[CH2:20][CH2:21]2)[N:6]=1)=[O:4], predict the reactants needed to synthesize it. The reactants are: [CH3:1][O:2][C:3]([C:5]1[CH:10]=[C:9]([CH3:11])[N:8]=[C:7](Cl)[N:6]=1)=[O:4].[C:13]1([CH:19]2[CH2:24][CH2:23][NH:22][CH2:21][CH2:20]2)[CH:18]=[CH:17][CH:16]=[CH:15][CH:14]=1.C(=O)(O)[O-].[Na+]. (4) Given the product [C:29]([NH:32][CH2:33][CH2:34][NH:35][C:23](=[O:24])[C:22]1[CH:26]=[CH:27][C:19]([CH:11]([C:12]2[CH:17]=[CH:16][CH:15]=[CH:14][C:13]=2[CH3:18])[CH2:10][C:9]([C:4]2[CH:5]=[CH:6][C:7](=[O:8])[N:2]([CH3:1])[CH:3]=2)=[O:28])=[CH:20][CH:21]=1)(=[O:31])[CH3:30], predict the reactants needed to synthesize it. The reactants are: [CH3:1][N:2]1[C:7](=[O:8])[CH:6]=[CH:5][C:4]([C:9](=[O:28])[CH2:10][CH:11]([C:19]2[CH:27]=[CH:26][C:22]([C:23](O)=[O:24])=[CH:21][CH:20]=2)[C:12]2[CH:17]=[CH:16][CH:15]=[CH:14][C:13]=2[CH3:18])=[CH:3]1.[C:29]([NH:32][CH2:33][CH2:34][NH2:35])(=[O:31])[CH3:30].CN([P+](ON1N=NC2C=CC=CC1=2)(N(C)C)N(C)C)C.F[P-](F)(F)(F)(F)F.